This data is from CYP2D6 inhibition data for predicting drug metabolism from PubChem BioAssay. The task is: Regression/Classification. Given a drug SMILES string, predict its absorption, distribution, metabolism, or excretion properties. Task type varies by dataset: regression for continuous measurements (e.g., permeability, clearance, half-life) or binary classification for categorical outcomes (e.g., BBB penetration, CYP inhibition). Dataset: cyp2d6_veith. (1) The compound is C[C@@]12CCC(=O)C=C1CC[C@@H]1[C@@H]2[C@H](O)C[C@@]2(C)[C@H](C(=O)CO)CC[C@H]12. The result is 0 (non-inhibitor). (2) The drug is COc1ccc(-c2c(C)oc3c(CN4CCN(CCO)CC4)c(O)ccc3c2=O)cc1OC. The result is 0 (non-inhibitor).